From a dataset of Forward reaction prediction with 1.9M reactions from USPTO patents (1976-2016). Predict the product of the given reaction. (1) Given the reactants CCN(C(C)C)C(C)C.[CH3:10][NH:11][C:12](=[O:22])[C:13]1[CH:21]=[CH:20][C:16]([C:17](O)=[O:18])=[CH:15][CH:14]=1.CCN=C=NCCCN(C)C.C1C=CC2N(O)N=NC=2C=1.[NH2:44][CH2:45][C:46]([N:48]1[CH2:53][CH2:52][N:51]([C:54](=[O:65])[C:55]2[CH:60]=[CH:59][CH:58]=[CH:57][C:56]=2[C:61]([F:64])([F:63])[F:62])[CH2:50][CH2:49]1)=[O:47].Cl, predict the reaction product. The product is: [CH3:10][NH:11][C:12](=[O:22])[C:13]1[CH:21]=[CH:20][C:16]([C:17]([NH:44][CH2:45][C:46](=[O:47])[N:48]2[CH2:49][CH2:50][N:51]([C:54](=[O:65])[C:55]3[CH:60]=[CH:59][CH:58]=[CH:57][C:56]=3[C:61]([F:64])([F:62])[F:63])[CH2:52][CH2:53]2)=[O:18])=[CH:15][CH:14]=1. (2) Given the reactants [N:1]([C:4](=[CH:10][C:11]1[C:12]2[N:13]([CH:17]=[C:18]([CH:20]([CH3:22])[CH3:21])[N:19]=2)[CH:14]=[CH:15][CH:16]=1)[C:5]([O:7][CH2:8][CH3:9])=[O:6])=[N+]=[N-].[K+].[Br-], predict the reaction product. The product is: [CH:20]([C:18]1[CH2:17][N:13]2[CH:14]=[CH:15][C:16]3[C:11]([CH:10]=[C:4]([C:5]([O:7][CH2:8][CH3:9])=[O:6])[N:1]=3)=[C:12]2[N:19]=1)([CH3:22])[CH3:21]. (3) Given the reactants C(OC(=O)[NH:7][C:8]1[CH:13]=[CH:12][C:11]([C:14]2[CH:19]=[CH:18][C:17]([F:20])=[CH:16][CH:15]=2)=[CH:10][C:9]=1[NH:21][C:22](=[O:36])[CH2:23][C:24]([C:26]1[N:27]=[C:28]([N:31]2[CH:35]=[CH:34][N:33]=[CH:32]2)[S:29][CH:30]=1)=O)(C)(C)C.C(O)(C(F)(F)F)=O, predict the reaction product. The product is: [F:20][C:17]1[CH:18]=[CH:19][C:14]([C:11]2[CH:12]=[CH:13][C:8]3[N:7]=[C:24]([C:26]4[N:27]=[C:28]([N:31]5[CH:35]=[CH:34][N:33]=[CH:32]5)[S:29][CH:30]=4)[CH2:23][C:22](=[O:36])[NH:21][C:9]=3[CH:10]=2)=[CH:15][CH:16]=1. (4) Given the reactants [OH:1][C:2]1[CH:3]=[C:4]([C:8](=[O:10])[CH3:9])[CH:5]=[CH:6][CH:7]=1.Br[CH2:12][CH2:13][CH2:14][C:15]1[CH:20]=[CH:19][CH:18]=[CH:17][CH:16]=1.C(=O)([O-])[O-].[K+].[K+], predict the reaction product. The product is: [C:15]1([CH2:14][CH2:13][CH2:12][O:1][C:2]2[CH:3]=[C:4]([C:8](=[O:10])[CH3:9])[CH:5]=[CH:6][CH:7]=2)[CH:20]=[CH:19][CH:18]=[CH:17][CH:16]=1. (5) Given the reactants [H-].[Na+].[F:3][C:4]1[CH:10]=[C:9]([F:11])[CH:8]=[CH:7][C:5]=1[NH2:6].F[C:13]1[CH:14]=[CH:15][C:16]2[C:22](=[O:23])[C:21]3[CH:24]=[CH:25][CH:26]=[CH:27][C:20]=3[CH2:19][O:18][C:17]=2[CH:28]=1, predict the reaction product. The product is: [F:3][C:4]1[CH:10]=[C:9]([F:11])[CH:8]=[CH:7][C:5]=1[NH:6][C:13]1[CH:14]=[CH:15][C:16]2[C:22](=[O:23])[C:21]3[CH:24]=[CH:25][CH:26]=[CH:27][C:20]=3[CH2:19][O:18][C:17]=2[CH:28]=1. (6) Given the reactants [CH3:1][O:2][C:3]1[CH:4]=[C:5](B(O)O)[CH:6]=[C:7]([O:11][CH3:12])[C:8]=1[O:9][CH3:10].C(=O)([O-])[O-].[Na+].[Na+].Cl[C:23]1[CH:28]=[CH:27][C:26]([Cl:29])=[CH:25][N:24]=1, predict the reaction product. The product is: [Cl:29][C:26]1[CH:27]=[CH:28][C:23]([C:5]2[CH:4]=[C:3]([O:2][CH3:1])[C:8]([O:9][CH3:10])=[C:7]([O:11][CH3:12])[CH:6]=2)=[N:24][CH:25]=1.